This data is from Peptide-MHC class I binding affinity with 185,985 pairs from IEDB/IMGT. The task is: Regression. Given a peptide amino acid sequence and an MHC pseudo amino acid sequence, predict their binding affinity value. This is MHC class I binding data. (1) The binding affinity (normalized) is 0.0847. The peptide sequence is ETESVNSNY. The MHC is HLA-A31:01 with pseudo-sequence HLA-A31:01. (2) The peptide sequence is YLTMKAIEK. The MHC is HLA-A31:01 with pseudo-sequence HLA-A31:01. The binding affinity (normalized) is 0.136. (3) The peptide sequence is AFEDLRVSSFI. The MHC is HLA-A30:02 with pseudo-sequence HLA-A30:02. The binding affinity (normalized) is 0. (4) The peptide sequence is DILASIIDY. The MHC is HLA-B57:01 with pseudo-sequence HLA-B57:01. The binding affinity (normalized) is 0.0847. (5) The peptide sequence is ASTNRQSGR. The MHC is Patr-A0401 with pseudo-sequence Patr-A0401. The binding affinity (normalized) is 0.0243. (6) The binding affinity (normalized) is 0.628. The MHC is HLA-A69:01 with pseudo-sequence HLA-A69:01. The peptide sequence is ATISYRIKL. (7) The peptide sequence is SLLRGLIFY. The MHC is HLA-A26:01 with pseudo-sequence HLA-A26:01. The binding affinity (normalized) is 0.0847. (8) The peptide sequence is DQLLPFMS. The MHC is H-2-Kb with pseudo-sequence H-2-Kb. The binding affinity (normalized) is 0. (9) The peptide sequence is IGLIIPPL. The MHC is HLA-A02:02 with pseudo-sequence HLA-A02:02. The binding affinity (normalized) is 0.637.